This data is from Full USPTO retrosynthesis dataset with 1.9M reactions from patents (1976-2016). The task is: Predict the reactants needed to synthesize the given product. (1) Given the product [Cl:37][C:34]1[CH:35]=[CH:36][C:31]([CH2:30][C:29]([NH:28][C:24]2[CH:25]=[N:26][CH:27]=[C:22]([C:20]([C:13]3[C:14]4[CH:15]=[N:16][CH:17]=[CH:18][C:19]=4[N:11]([C:8]([CH3:10])([CH3:9])[CH2:7][OH:6])[CH:12]=3)=[O:21])[CH:23]=2)=[O:38])=[N:32][CH:33]=1, predict the reactants needed to synthesize it. The reactants are: C([Si](C)(C)[O:6][CH2:7][C:8]([N:11]1[C:19]2[CH:18]=[CH:17][N:16]=[CH:15][C:14]=2[C:13]([C:20]([C:22]2[CH:23]=[C:24]([NH:28][C:29](=[O:38])[CH2:30][C:31]3[CH:36]=[CH:35][C:34]([Cl:37])=[CH:33][N:32]=3)[CH:25]=[N:26][CH:27]=2)=[O:21])=[CH:12]1)([CH3:10])[CH3:9])(C)(C)C. (2) Given the product [CH3:20][O:4][C:5]1[CH2:6][CH2:7][C@@H:8]([C:10]([O:12][CH2:13][CH3:14])=[O:11])[N:9]=1, predict the reactants needed to synthesize it. The reactants are: ClCCl.[O:4]=[C:5]1[NH:9][C@H:8]([C:10]([O:12][CH2:13][CH3:14])=[O:11])[CH2:7][CH2:6]1.F[B-](F)(F)F.[CH3:20][O+](C)C.C(=O)([O-])O.[Na+]. (3) Given the product [CH2:30]([N:9]1[C:10]2[C:16]3[CH:17]=[CH:18][CH:19]=[CH:20][C:15]=3[O:14][C:11]=2[C:12](=[O:13])[N:7]([OH:6])[C:8]1=[O:21])[CH:29]=[CH2:28], predict the reactants needed to synthesize it. The reactants are: COC1C=C(OC)C=CC=1C[O:6][N:7]1[C:12](=[O:13])[C:11]2[O:14][C:15]3[CH:20]=[CH:19][CH:18]=[CH:17][C:16]=3[C:10]=2[NH:9][C:8]1=[O:21].[CH2:28](Br)[CH:29]=[CH2:30]. (4) Given the product [O:20]=[C:14]1[CH:13]([N:5]2[C:4](=[O:21])[C:3]3[C:8](=[CH:9][CH:10]=[CH:11][C:2]=3[NH:1][C:25](=[O:26])[CH2:24][O:23][CH3:22])[N:7]=[C:6]2[CH3:12])[CH2:18][CH2:17][C:16](=[O:19])[NH:15]1, predict the reactants needed to synthesize it. The reactants are: [NH2:1][C:2]1[CH:11]=[CH:10][CH:9]=[C:8]2[C:3]=1[C:4](=[O:21])[N:5]([CH:13]1[CH2:18][CH2:17][C:16](=[O:19])[NH:15][C:14]1=[O:20])[C:6]([CH3:12])=[N:7]2.[CH3:22][O:23][CH2:24][C:25](Cl)=[O:26]. (5) Given the product [CH3:10][O:11][C:12]1[CH:19]=[CH:18][C:15]([CH2:16][N:3]2[C:2]([CH3:1])=[CH:6][C:5]([CH3:7])=[N:4]2)=[CH:14][CH:13]=1, predict the reactants needed to synthesize it. The reactants are: [CH3:1][C:2]1[CH:6]=[C:5]([CH3:7])[NH:4][N:3]=1.[H-].[Na+].[CH3:10][O:11][C:12]1[CH:19]=[CH:18][C:15]([CH2:16]Cl)=[CH:14][CH:13]=1. (6) Given the product [Cl:12][C:13]1[CH:14]=[C:15]([CH:18]=[CH:19][CH:20]=1)[CH2:16][NH:17][C:2]1[N:10]=[C:9]2[C:5]([NH:6][CH:7]=[N:8]2)=[C:4]([NH2:11])[N:3]=1, predict the reactants needed to synthesize it. The reactants are: Cl[C:2]1[N:10]=[C:9]2[C:5]([NH:6][CH:7]=[N:8]2)=[C:4]([NH2:11])[N:3]=1.[Cl:12][C:13]1[CH:14]=[C:15]([CH:18]=[CH:19][CH:20]=1)[CH2:16][NH2:17].C(N(CC)CC)C. (7) Given the product [CH3:31][C:30]1[CH:29]=[C:28]([CH3:32])[NH:27][C:26](=[O:33])[C:25]=1[CH2:24][NH:23][C:13]([C:12]1[C:7]2[CH:6]=[N:5][N:4]([CH:1]([CH3:2])[CH3:3])[C:8]=2[N:9]=[C:10]([N:16]2[CH2:17][CH2:18][N:19]([CH3:22])[CH2:20][CH2:21]2)[CH:11]=1)=[O:15], predict the reactants needed to synthesize it. The reactants are: [CH:1]([N:4]1[C:8]2[N:9]=[C:10]([N:16]3[CH2:21][CH2:20][N:19]([CH3:22])[CH2:18][CH2:17]3)[CH:11]=[C:12]([C:13]([OH:15])=O)[C:7]=2[CH:6]=[N:5]1)([CH3:3])[CH3:2].[NH2:23][CH2:24][C:25]1[C:26](=[O:33])[NH:27][C:28]([CH3:32])=[CH:29][C:30]=1[CH3:31].C1CN([P+](ON2N=NC3C=CC=CC2=3)(N2CCCC2)N2CCCC2)CC1.F[P-](F)(F)(F)(F)F.C([O-])(O)=O.[Na+]. (8) The reactants are: [C:1]([O:5][C:6](=[O:20])[NH:7][C:8]1[CH:13]=[C:12]([Cl:14])[C:11]([C:15]([F:18])([F:17])[F:16])=[CH:10][C:9]=1[NH2:19])([CH3:4])([CH3:3])[CH3:2].C([O:25][C:26](=O)[CH2:27][C:28](=[O:40])[C:29]1[CH:34]=[CH:33][CH:32]=[C:31]([N:35]2[CH:39]=[N:38][CH:37]=[N:36]2)[CH:30]=1)(C)(C)C. Given the product [C:1]([O:5][C:6](=[O:20])[NH:7][C:8]1[CH:13]=[C:12]([Cl:14])[C:11]([C:15]([F:17])([F:18])[F:16])=[CH:10][C:9]=1[NH:19][C:26](=[O:25])[CH2:27][C:28](=[O:40])[C:29]1[CH:34]=[CH:33][CH:32]=[C:31]([N:35]2[CH:39]=[N:38][CH:37]=[N:36]2)[CH:30]=1)([CH3:4])([CH3:2])[CH3:3], predict the reactants needed to synthesize it. (9) Given the product [CH2:1]([O:3][C:4]([C:6]1[NH:7][C:8]2[C:13]([CH:14]=1)=[CH:12][C:11]([O:15][CH2:17][C:18](=[O:19])[N:20]([CH2:23][CH3:24])[CH2:21][CH3:22])=[CH:10][CH:9]=2)=[O:5])[CH3:2], predict the reactants needed to synthesize it. The reactants are: [CH2:1]([O:3][C:4]([C:6]1[NH:7][C:8]2[C:13]([CH:14]=1)=[CH:12][C:11]([OH:15])=[CH:10][CH:9]=2)=[O:5])[CH3:2].Cl[CH2:17][C:18]([N:20]([CH2:23][CH3:24])[CH2:21][CH3:22])=[O:19].C(=O)([O-])[O-].[Cs+].[Cs+]. (10) Given the product [C:1](=[O:61])([O:3][C@@H:4]([C@@H:55]([CH3:60])/[CH:56]=[CH:57]\[CH:58]=[CH2:59])[C@@H:5]([CH3:54])[C@H:6]([OH:44])[CH2:7][CH2:8]/[CH:9]=[CH:10]\[C@H:11]([CH3:43])[C@H:12]([OH:33])[C@@H:13]([CH3:32])/[CH:14]=[CH:15]\[CH2:16][CH2:17][C@H:18]1[C@H:23]([CH3:24])[C@H:22]([O:25][CH2:26][O:27][CH3:28])[C@@H:21]([CH3:29])[C@H:20]([O:30][CH3:31])[O:19]1)[NH2:2], predict the reactants needed to synthesize it. The reactants are: [C:1](=[O:61])([O:3][C@@H:4]([C@@H:55]([CH3:60])/[CH:56]=[CH:57]\[CH:58]=[CH2:59])[C@@H:5]([CH3:54])[C@H:6]([O:44]CC1C=CC(OC)=CC=1)[CH2:7][CH2:8]/[CH:9]=[CH:10]\[C@H:11]([CH3:43])[C@H:12]([O:33]CC1C=CC(OC)=CC=1)[C@@H:13]([CH3:32])/[CH:14]=[CH:15]\[CH2:16][CH2:17][C@H:18]1[C@H:23]([CH3:24])[C@H:22]([O:25][CH2:26][O:27][CH3:28])[C@@H:21]([CH3:29])[C@H:20]([O:30][CH3:31])[O:19]1)[NH2:2].C(=O)(O[C@@H]([C@@H](C)/C=C\C=C)[C@@H](C)[C@H](O)CC/C=C\[C@H](C)[C@H](O)[C@@H](C)/C=C\CC[C@H]1[C@@H](C)[C@H](O)[C@@H](C)C(=O)O1)N.